From a dataset of Reaction yield outcomes from USPTO patents with 853,638 reactions. Predict the reaction yield, written as a fraction of the theoretical maximum amount of product (1.0 means a 100% yield; for example, 0.34 means a 34% yield). (1) The product is [CH2:17]([S:14]([N:11]1[CH2:12][CH2:13][N:8]([C:5]2[N:4]=[C:3]([C:19]3[N:23]([CH3:22])[C:24]4[CH:29]=[CH:28][CH:27]=[CH:26][C:25]=4[N:30]=3)[C:2]([NH2:1])=[N:7][CH:6]=2)[CH2:9][CH2:10]1)(=[O:16])=[O:15])[CH3:18]. The reactants are [NH2:1][C:2]1[C:3]([C:19](O)=O)=[N:4][C:5]([N:8]2[CH2:13][CH2:12][N:11]([S:14]([CH2:17][CH3:18])(=[O:16])=[O:15])[CH2:10][CH2:9]2)=[CH:6][N:7]=1.[CH3:22][NH:23][C:24]1[C:25]([NH2:30])=[CH:26][CH:27]=[CH:28][CH:29]=1.C(OP(C#N)(OCC)=O)C.C(N(CC)CC)C. The yield is 0.600. The catalyst is COCCOC. (2) The reactants are [F:1][C:2]([F:7])([F:6])[C:3]([OH:5])=[O:4].[F:8][C:9]([F:14])([F:13])[C:10]([OH:12])=[O:11].[Cl:15][C:16]1[CH:17]=[N:18][C:19]2[NH:20][C:21]3[CH:22]=[N:23][CH:24]=[C:25]([CH:47]=3)[CH2:26][CH2:27][C:28]3[CH:36]=[C:32]([NH:33][C:34]=1[N:35]=2)[CH:31]=[CH:30][C:29]=3[NH:37][C:38](=[O:46])[CH2:39][CH:40]1[CH2:45][CH2:44][NH:43][CH2:42][CH2:41]1.[C:48](Cl)(=[O:55])[C:49]1[CH:54]=[CH:53][N:52]=[CH:51][CH:50]=1. No catalyst specified. The product is [F:1][C:2]([F:7])([F:6])[C:3]([OH:5])=[O:4].[F:8][C:9]([F:14])([F:13])[C:10]([OH:12])=[O:11].[F:1][C:2]([F:7])([F:6])[C:3]([OH:5])=[O:4].[Cl:15][C:16]1[CH:17]=[N:18][C:19]2[NH:20][C:21]3[CH:22]=[N:23][CH:24]=[C:25]([CH:47]=3)[CH2:26][CH2:27][C:28]3[CH:36]=[C:32]([NH:33][C:34]=1[N:35]=2)[CH:31]=[CH:30][C:29]=3[NH:37][C:38](=[O:46])[CH2:39][CH:40]1[CH2:45][CH2:44][N:43]([C:48](=[O:55])[C:49]2[CH:54]=[CH:53][N:52]=[CH:51][CH:50]=2)[CH2:42][CH2:41]1. The yield is 0.430. (3) The reactants are [CH2:1]([O:8][C:9]1[C:14]([O:15][CH2:16][C:17]2[CH:22]=[CH:21][CH:20]=[CH:19][CH:18]=2)=[CH:13][CH:12]=[CH:11][C:10]=1[C:23]1[S:24][CH:25]=[C:26]([C:28]([O:30]CC)=[O:29])[N:27]=1)[C:2]1[CH:7]=[CH:6][CH:5]=[CH:4][CH:3]=1.[OH-].[Na+]. The catalyst is CO. The product is [CH2:1]([O:8][C:9]1[C:14]([O:15][CH2:16][C:17]2[CH:22]=[CH:21][CH:20]=[CH:19][CH:18]=2)=[CH:13][CH:12]=[CH:11][C:10]=1[C:23]1[S:24][CH:25]=[C:26]([C:28]([OH:30])=[O:29])[N:27]=1)[C:2]1[CH:7]=[CH:6][CH:5]=[CH:4][CH:3]=1. The yield is 0.800.